Dataset: Catalyst prediction with 721,799 reactions and 888 catalyst types from USPTO. Task: Predict which catalyst facilitates the given reaction. (1) Product: [NH2:6][N:7]1[C:12]([C:13]([F:14])([F:15])[F:16])=[CH:11][C:10](=[O:17])[N:9]([C:18]2[CH:23]=[C:22]([OH:24])[C:21]([Cl:28])=[CH:20][C:19]=2[F:29])[C:8]1=[O:30]. Reactant: S(=O)(=O)(O)O.[NH2:6][N:7]1[C:12]([C:13]([F:16])([F:15])[F:14])=[CH:11][C:10](=[O:17])[N:9]([C:18]2[CH:23]=[C:22]([O:24]C(C)C)[C:21]([Cl:28])=[CH:20][C:19]=2[F:29])[C:8]1=[O:30]. The catalyst class is: 34. (2) Product: [Cl:18][C:19]1[CH:27]=[C:26]2[C:22]([C:23]([CH2:28][CH2:29][NH:30][C:10]([C:7]3[CH:6]=[C:5]([CH2:4][C:3]4[CH:13]=[C:14]([F:17])[CH:15]=[CH:16][C:2]=4[F:1])[O:9][N:8]=3)=[O:12])=[CH:24][NH:25]2)=[CH:21][C:20]=1[CH3:31]. The catalyst class is: 3. Reactant: [F:1][C:2]1[CH:16]=[CH:15][C:14]([F:17])=[CH:13][C:3]=1[CH2:4][C:5]1[O:9][N:8]=[C:7]([C:10]([OH:12])=O)[CH:6]=1.[Cl:18][C:19]1[CH:27]=[C:26]2[C:22]([C:23]([CH2:28][CH2:29][NH2:30])=[CH:24][NH:25]2)=[CH:21][C:20]=1[CH3:31].CN(C(ON1N=NC2C=CC=NC1=2)=[N+](C)C)C.F[P-](F)(F)(F)(F)F.C(N(CC)C(C)C)(C)C.